From a dataset of Full USPTO retrosynthesis dataset with 1.9M reactions from patents (1976-2016). Predict the reactants needed to synthesize the given product. Given the product [NH:15]1[C:16]2[C:21](=[CH:20][CH:19]=[CH:18][CH:17]=2)[CH:22]=[C:14]1[C:11]1[O:10][C:9]([NH:8][C:4]2[CH:3]=[C:2]([OH:1])[CH:7]=[CH:6][CH:5]=2)=[N:13][CH:12]=1, predict the reactants needed to synthesize it. The reactants are: [OH:1][C:2]1[CH:3]=[C:4]([NH:8][C:9]2[O:10][C:11]([C:14]3[N:15](C(OC(C)(C)C)=O)[C:16]4[C:21]([CH:22]=3)=[CH:20][CH:19]=[CH:18][CH:17]=4)=[CH:12][N:13]=2)[CH:5]=[CH:6][CH:7]=1.FC(F)(F)C(O)=O.